This data is from Full USPTO retrosynthesis dataset with 1.9M reactions from patents (1976-2016). The task is: Predict the reactants needed to synthesize the given product. (1) Given the product [F:3][CH:4]([F:9])[S:5]([O:7][Zn:1][O:2][S:5]([CH:4]([F:9])[F:3])=[O:6])=[O:6], predict the reactants needed to synthesize it. The reactants are: [Zn:1].[OH2:2].[F:3][CH:4]([F:9])[S:5](Cl)(=[O:7])=[O:6]. (2) Given the product [Br:25][C:26]1[CH:34]=[C:33]([N+:35]([O-:37])=[O:36])[CH:32]=[CH:31][C:27]=1[C:28]([NH:46][CH2:45][CH2:44][N:41]1[CH2:42][CH2:43][O:38][CH2:39][CH2:40]1)=[O:30], predict the reactants needed to synthesize it. The reactants are: CN(C(ON1N=NC2C=CC=NC1=2)=[N+](C)C)C.F[P-](F)(F)(F)(F)F.[Br:25][C:26]1[CH:34]=[C:33]([N+:35]([O-:37])=[O:36])[CH:32]=[CH:31][C:27]=1[C:28]([OH:30])=O.[O:38]1[CH2:43][CH2:42][N:41]([CH2:44][CH2:45][NH2:46])[CH2:40][CH2:39]1.CCN(C(C)C)C(C)C. (3) Given the product [C:17]1([C:24]2[C:25]3[C:30]([CH:31]=[C:32]4[C:37]=2[CH:36]=[CH:35][CH:34]=[CH:33]4)=[C:29]2[CH:38]=[CH:39][CH:40]=[C:41]([C:42]4[CH:43]=[CH:44][C:45]([CH:46]=[O:47])=[CH:48][CH:49]=4)[C:28]2=[CH:27][CH:26]=3)[C:16]2[C:15](=[CH:65][CH:64]=[CH:69][CH:21]=2)[CH:20]=[CH:19][CH:18]=1, predict the reactants needed to synthesize it. The reactants are: C1(C)C=CC=CC=1P([C:15]1[CH:20]=[CH:19][CH:18]=[CH:17][C:16]=1[CH3:21])C1C=CC=CC=1C.Br[C:24]1[C:25]2[C:30]([CH:31]=[C:32]3[C:37]=1[CH:36]=[CH:35][CH:34]=[CH:33]3)=[C:29]1[CH:38]=[CH:39][CH:40]=[C:41]([C:42]3[CH:49]=[CH:48][C:45]([CH:46]=[O:47])=[CH:44][CH:43]=3)[C:28]1=[CH:27][CH:26]=2.P([O-])([O-])([O-])=O.[K+].[K+].[K+].O1CCOCC1.[C:64]1(C)[CH:69]=CC=C[CH:65]=1. (4) Given the product [C:20]([O:23][C:24]1[CH:32]=[CH:31][CH:30]=[CH:29][C:25]=1[C:26]([O:28][CH2:16][O:15][C:13](=[O:14])[C:12]1[CH:18]=[CH:19][C:9]([O:8][CH2:7][CH2:6][CH2:5][O:4][N+:1]([O-:3])=[O:2])=[CH:10][CH:11]=1)=[O:27])(=[O:22])[CH3:21], predict the reactants needed to synthesize it. The reactants are: [N+:1]([O:4][CH2:5][CH2:6][CH2:7][O:8][C:9]1[CH:19]=[CH:18][C:12]([C:13]([O:15][CH2:16]Cl)=[O:14])=[CH:11][CH:10]=1)([O-:3])=[O:2].[C:20]([O:23][C:24]1[CH:32]=[CH:31][CH:30]=[CH:29][C:25]=1[C:26]([OH:28])=[O:27])(=[O:22])[CH3:21].CCN(CC)CC. (5) Given the product [CH3:11][O:12][C:13]([C:15]1[S:16][C:17]([C:22]([CH3:25])([CH3:24])[CH3:23])=[CH:18][C:19]=1[CH2:20][NH:7][CH2:6][C:5]1[CH:8]=[CH:9][C:2]([Br:1])=[CH:3][C:4]=1[F:10])=[O:14], predict the reactants needed to synthesize it. The reactants are: [Br:1][C:2]1[CH:9]=[CH:8][C:5]([CH2:6][NH2:7])=[C:4]([F:10])[CH:3]=1.[CH3:11][O:12][C:13]([C:15]1[S:16][C:17]([C:22]([CH3:25])([CH3:24])[CH3:23])=[CH:18][C:19]=1[CH2:20]Br)=[O:14].C(=O)([O-])[O-].[Cs+].[Cs+]. (6) Given the product [C:30]([C:27]1[CH:26]=[CH:25][C:24]([CH2:23][N:21]2[CH:22]=[C:18]([CH2:17][O:16][C:14]([C:13]3[CH:12]=[CH:11][C:10]([O:9][C:7]([CH3:8])([CH3:36])[C:6]([OH:37])=[O:5])=[CH:35][CH:34]=3)=[O:15])[N:19]=[N:20]2)=[CH:29][CH:28]=1)([CH3:31])([CH3:32])[CH3:33], predict the reactants needed to synthesize it. The reactants are: C([O:5][C:6](=[O:37])[C:7]([CH3:36])([O:9][C:10]1[CH:35]=[CH:34][C:13]([C:14]([O:16][CH2:17][C:18]2[N:19]=[N:20][N:21]([CH2:23][C:24]3[CH:29]=[CH:28][C:27]([C:30]([CH3:33])([CH3:32])[CH3:31])=[CH:26][CH:25]=3)[CH:22]=2)=[O:15])=[CH:12][CH:11]=1)[CH3:8])(C)(C)C.Cl. (7) Given the product [C:5]([OH:10])(=[O:9])[CH:6]([CH3:8])[OH:7].[Cl-:18].[Mg+2:3].[Cl-:18], predict the reactants needed to synthesize it. The reactants are: [Ca].[OH-].[Mg+2:3].[OH-].[C:5]([O-:10])(=[O:9])[CH:6]([CH3:8])[OH:7].[Mg+2].[C:5]([O-:10])(=[O:9])[CH:6]([CH3:8])[OH:7].[ClH:18].